From a dataset of CYP2D6 inhibition data for predicting drug metabolism from PubChem BioAssay. Regression/Classification. Given a drug SMILES string, predict its absorption, distribution, metabolism, or excretion properties. Task type varies by dataset: regression for continuous measurements (e.g., permeability, clearance, half-life) or binary classification for categorical outcomes (e.g., BBB penetration, CYP inhibition). Dataset: cyp2d6_veith. (1) The molecule is O=c1onc2cnc3ccccc3n12. The result is 0 (non-inhibitor). (2) The molecule is O=C(c1ccncc1)N1CCC[C@@]2(CCN(c3ccccc3)C2)C1. The result is 0 (non-inhibitor). (3) The result is 0 (non-inhibitor). The drug is COc1ccc(NC(=O)c2cccs2)c([N+](=O)[O-])c1. (4) The drug is Cc1cccc(NC(=O)NNC(=O)c2cc(-c3ccccc3Cl)nc3ccccc23)c1. The result is 0 (non-inhibitor). (5) The molecule is NCCCP(=O)(O)CC1CCCCC1. The result is 0 (non-inhibitor).